This data is from Merck oncology drug combination screen with 23,052 pairs across 39 cell lines. The task is: Regression. Given two drug SMILES strings and cell line genomic features, predict the synergy score measuring deviation from expected non-interaction effect. (1) Drug 1: CN(Cc1cnc2nc(N)nc(N)c2n1)c1ccc(C(=O)NC(CCC(=O)O)C(=O)O)cc1. Drug 2: O=C(NOCC(O)CO)c1ccc(F)c(F)c1Nc1ccc(I)cc1F. Cell line: HT144. Synergy scores: synergy=0.584. (2) Drug 1: O=c1[nH]cc(F)c(=O)[nH]1. Drug 2: CC1(c2nc3c(C(N)=O)cccc3[nH]2)CCCN1. Cell line: MDAMB436. Synergy scores: synergy=6.90. (3) Drug 1: O=c1[nH]cc(F)c(=O)[nH]1. Drug 2: CS(=O)(=O)CCNCc1ccc(-c2ccc3ncnc(Nc4ccc(OCc5cccc(F)c5)c(Cl)c4)c3c2)o1. Cell line: LNCAP. Synergy scores: synergy=-16.4. (4) Drug 1: N.N.O=C(O)C1(C(=O)O)CCC1.[Pt]. Drug 2: Cn1nnc2c(C(N)=O)ncn2c1=O. Cell line: MDAMB436. Synergy scores: synergy=-2.21. (5) Drug 1: CCC1(O)C(=O)OCc2c1cc1n(c2=O)Cc2cc3c(CN(C)C)c(O)ccc3nc2-1. Drug 2: CNC(=O)c1cc(Oc2ccc(NC(=O)Nc3ccc(Cl)c(C(F)(F)F)c3)cc2)ccn1. Cell line: OCUBM. Synergy scores: synergy=-12.2.